This data is from Full USPTO retrosynthesis dataset with 1.9M reactions from patents (1976-2016). The task is: Predict the reactants needed to synthesize the given product. (1) Given the product [C:19]([Si:16]([CH3:18])([CH3:17])[O:15][CH2:14][CH2:13][N:8]1[C:9]2[CH2:10][CH2:11][CH2:12][CH:4]([NH2:1])[C:5]=2[CH:6]=[N:7]1)([CH3:22])([CH3:21])[CH3:20], predict the reactants needed to synthesize it. The reactants are: [N:1]([CH:4]1[CH2:12][CH2:11][CH2:10][C:9]2[N:8]([CH2:13][CH2:14][O:15][Si:16]([C:19]([CH3:22])([CH3:21])[CH3:20])([CH3:18])[CH3:17])[N:7]=[CH:6][C:5]1=2)=[N+]=[N-].CCOC(C)=O.CO. (2) Given the product [N+:42]([C:37]1[CH:38]=[CH:39][CH:40]=[C:41]2[C:36]=1[NH:35][C:34]([C:54]([OH:56])=[O:55])=[C:33]2[S:30]([N:69]1[CH2:70][CH2:71][O:72][C@H:67]([CH2:66][O:59][C:60]2[CH:61]=[CH:62][CH:63]=[CH:64][CH:65]=2)[CH2:68]1)(=[O:31])=[O:32])([O-:44])=[O:43], predict the reactants needed to synthesize it. The reactants are: BrC1C=C2C(=CC=1)N(S(C1C=CC=CC=1)(=O)=O)C(C(OCC)=O)=C2S(Cl)(=O)=O.Cl[S:30]([C:33]1[C:41]2[C:36](=[C:37]([N+:42]([O-:44])=[O:43])[CH:38]=[CH:39][CH:40]=2)[N:35](S(C2C=CC=CC=2)(=O)=O)[C:34]=1[C:54]([O:56]CC)=[O:55])(=[O:32])=[O:31].[O:59]([CH2:66][C@H:67]1[O:72][CH2:71][CH2:70][NH:69][CH2:68]1)[C:60]1[CH:65]=[CH:64][CH:63]=[CH:62][CH:61]=1. (3) Given the product [Cl:25][C:20]1[CH:19]=[C:18]([CH2:17][C:16]([N:15]([CH3:27])[C@@H:8]([C:4]2[CH:5]=[CH:6][CH:7]=[C:2]([NH:1][S:40]([CH2:39][CH2:38][O:37][CH2:36][C:35]([F:34])([F:44])[F:45])(=[O:42])=[O:41])[CH:3]=2)[CH2:9][N:10]2[CH2:11][CH2:12][CH2:13][CH2:14]2)=[O:26])[CH:23]=[CH:22][C:21]=1[Cl:24], predict the reactants needed to synthesize it. The reactants are: [NH2:1][C:2]1[CH:3]=[C:4]([C@H:8]([N:15]([CH3:27])[C:16](=[O:26])[CH2:17][C:18]2[CH:23]=[CH:22][C:21]([Cl:24])=[C:20]([Cl:25])[CH:19]=2)[CH2:9][N:10]2[CH2:14][CH2:13][CH2:12][CH2:11]2)[CH:5]=[CH:6][CH:7]=1.N1C=CC=CC=1.[F:34][C:35]([F:45])([F:44])[CH2:36][O:37][CH2:38][CH2:39][S:40](Cl)(=[O:42])=[O:41]. (4) Given the product [C:1]([C:9]1[CH:14]=[CH:13][CH:12]=[CH:11][C:10]=1[NH:15][S:16]([C:19]1[CH:27]=[CH:26][C:22]([C:23]([N:40]2[CH2:39][CH2:38][N:37]([CH2:36][CH2:35][CH2:34][N:28]3[CH2:29][CH2:30][CH2:31][CH2:32][CH2:33]3)[CH2:42][CH2:41]2)=[O:24])=[CH:21][CH:20]=1)(=[O:18])=[O:17])(=[O:8])[C:2]1[CH:7]=[CH:6][CH:5]=[CH:4][CH:3]=1, predict the reactants needed to synthesize it. The reactants are: [C:1]([C:9]1[CH:14]=[CH:13][CH:12]=[CH:11][C:10]=1[NH:15][S:16]([C:19]1[CH:27]=[CH:26][C:22]([C:23](O)=[O:24])=[CH:21][CH:20]=1)(=[O:18])=[O:17])(=[O:8])[C:2]1[CH:7]=[CH:6][CH:5]=[CH:4][CH:3]=1.[N:28]1([CH2:34][CH2:35][CH2:36][N:37]2[CH2:42][CH2:41][NH:40][CH2:39][CH2:38]2)[CH2:33][CH2:32][CH2:31][CH2:30][CH2:29]1.